Regression. Given a target protein amino acid sequence and a drug SMILES string, predict the binding affinity score between them. We predict pIC50 (pIC50 = -log10(IC50 in M); higher means more potent). Dataset: bindingdb_ic50. From a dataset of Drug-target binding data from BindingDB using IC50 measurements. (1) The small molecule is COCc1ccc(NC(=O)c2c(C#CCC(C)O)n(C3(C)CC3)c3ncnc(N)c23)cc1. The target protein sequence is MAKATSGAAGLRLLLLLLLPLLGKVALGLYFSRDAYWEKLYVDQAAGTPLLYVHALRDAPEEVPSFRLGQHLYGTYRTRLHENNWICIQEDTGLLYLNRSLDHSSWEKLSVRNRGFPLLTVYLKVFLSPTSLREGECQWPGCARVYFSFFNTSFPACSSLKPRELCFPETRPSFRIRENRPPGTFHQFRLLPVQFLCPNISVAYRLLEGEGLPFRCAPDSLEVSTRWALDREQREKYELVAVCTVHAGAREEVVMVPFPVTVYDEDDSAPTFPAGVDTASAVVEFKRKEDTVVATLRVFDADVVPASGELVRRYTSTLLPGDTWAQQTFRVEHWPNETSVQANGSFVRATVHDYRLVLNRNLSISENRTMQLAVLVNDSDFQGPGAGVLLLHFNVSVLPVSLHLPSTYSLSVSRRARRFAQIGKVCVENCQAFSGINVQYKLHSSGANCSTLGVVTSAEDTSGILFVNDTKALRRPKCAELHYMVVATDQQTSRQAQAQL.... The pIC50 is 9.1. (2) The drug is CC1=CC(=O)c2ccccc2C1=O. The target protein sequence is MSNKCDVVVVGGGISGMAAAKLLHDSGLNVVVLEARDHVGGRTYTLRNQKVKYVDLGGSYVGPTQNRILRLAKELGLETYKVNEVERLIHHVKGKSYPFRGPFPPVWNPITYLDHNNFWRTMDDMGREIQSDAPWKAPLAEEWDNMTMKELLDKLCWTESAKQLATLFVNLCVTAETHEVSALWFLWYVKQCGGTTRIISTTNGGQERKFVGGSGQVSERIMDLLGDRVKLERPVIYIDQTRENVLVETLNHEMYEAKYVISAIPPTLGMKIHFNPPLPMMRNQMITRVPLGSVIKCIVYYKEPFWRKKDYCGTMIIDGEEAPVAYTLDDTKPEGNYAAIMGFILAHKARKLARLTKEERLKKLCELYAKVLGSLEALEPVHYEEKNWCEEQYSGGCYTTYFPPGILTQYGRVLRQPVDRIYFAGTETATHWSGYMEGAVEAGERAAREILHAMGKIPEDEIWQSEPESVDVPAQPITTTFLERHLPSVPGLLRLIGLTT.... The pIC50 is 5.5.